From a dataset of Full USPTO retrosynthesis dataset with 1.9M reactions from patents (1976-2016). Predict the reactants needed to synthesize the given product. Given the product [CH2:13]([C:11]1[C:10]([O:15][CH3:16])=[N:9][C:8]([CH3:17])=[C:7]([C:6]2[N:20]([CH3:19])[N:2]=[CH:4][N:5]=2)[CH:12]=1)[CH3:14], predict the reactants needed to synthesize it. The reactants are: C[N:2]([CH:4]=[N:5][C:6](=O)[C:7]1[CH:12]=[C:11]([CH2:13][CH3:14])[C:10]([O:15][CH3:16])=[N:9][C:8]=1[CH3:17])C.[CH3:19][NH:20]N.